From a dataset of NCI-60 drug combinations with 297,098 pairs across 59 cell lines. Regression. Given two drug SMILES strings and cell line genomic features, predict the synergy score measuring deviation from expected non-interaction effect. (1) Drug 2: CNC(=O)C1=NC=CC(=C1)OC2=CC=C(C=C2)NC(=O)NC3=CC(=C(C=C3)Cl)C(F)(F)F. Cell line: DU-145. Drug 1: C1CCC(CC1)NC(=O)N(CCCl)N=O. Synergy scores: CSS=41.0, Synergy_ZIP=0.737, Synergy_Bliss=2.72, Synergy_Loewe=-3.65, Synergy_HSA=2.55. (2) Drug 1: CC(C1=C(C=CC(=C1Cl)F)Cl)OC2=C(N=CC(=C2)C3=CN(N=C3)C4CCNCC4)N. Drug 2: CCN(CC)CCNC(=O)C1=C(NC(=C1C)C=C2C3=C(C=CC(=C3)F)NC2=O)C. Cell line: NCIH23. Synergy scores: CSS=9.56, Synergy_ZIP=-1.20, Synergy_Bliss=-0.977, Synergy_Loewe=-11.3, Synergy_HSA=-4.45. (3) Drug 1: CC1=C(C=C(C=C1)NC(=O)C2=CC=C(C=C2)CN3CCN(CC3)C)NC4=NC=CC(=N4)C5=CN=CC=C5. Drug 2: C1C(C(OC1N2C=NC(=NC2=O)N)CO)O. Cell line: SF-539. Synergy scores: CSS=-3.80, Synergy_ZIP=1.36, Synergy_Bliss=-1.03, Synergy_Loewe=-13.3, Synergy_HSA=-12.4. (4) Drug 1: CC1OCC2C(O1)C(C(C(O2)OC3C4COC(=O)C4C(C5=CC6=C(C=C35)OCO6)C7=CC(=C(C(=C7)OC)O)OC)O)O. Drug 2: C1C(C(OC1N2C=NC3=C2NC=NCC3O)CO)O. Cell line: 786-0. Synergy scores: CSS=40.8, Synergy_ZIP=-0.273, Synergy_Bliss=-0.812, Synergy_Loewe=-5.57, Synergy_HSA=1.80. (5) Drug 1: CC12CCC3C(C1CCC2O)C(CC4=C3C=CC(=C4)O)CCCCCCCCCS(=O)CCCC(C(F)(F)F)(F)F. Drug 2: CNC(=O)C1=NC=CC(=C1)OC2=CC=C(C=C2)NC(=O)NC3=CC(=C(C=C3)Cl)C(F)(F)F. Cell line: HCT-15. Synergy scores: CSS=-4.71, Synergy_ZIP=5.62, Synergy_Bliss=5.39, Synergy_Loewe=1.96, Synergy_HSA=0.0909. (6) Drug 1: CC1=CC2C(CCC3(C2CCC3(C(=O)C)OC(=O)C)C)C4(C1=CC(=O)CC4)C. Drug 2: C1C(C(OC1N2C=NC(=NC2=O)N)CO)O. Cell line: IGROV1. Synergy scores: CSS=-0.734, Synergy_ZIP=0.196, Synergy_Bliss=-1.87, Synergy_Loewe=-5.71, Synergy_HSA=-3.73. (7) Drug 1: CCC1(CC2CC(C3=C(CCN(C2)C1)C4=CC=CC=C4N3)(C5=C(C=C6C(=C5)C78CCN9C7C(C=CC9)(C(C(C8N6C=O)(C(=O)OC)O)OC(=O)C)CC)OC)C(=O)OC)O.OS(=O)(=O)O. Drug 2: C1CN1C2=NC(=NC(=N2)N3CC3)N4CC4. Cell line: SK-OV-3. Synergy scores: CSS=13.0, Synergy_ZIP=-3.42, Synergy_Bliss=1.14, Synergy_Loewe=1.55, Synergy_HSA=1.58. (8) Drug 1: CN1CCC(CC1)COC2=C(C=C3C(=C2)N=CN=C3NC4=C(C=C(C=C4)Br)F)OC. Drug 2: C1=NC2=C(N=C(N=C2N1C3C(C(C(O3)CO)O)F)Cl)N. Cell line: A498. Synergy scores: CSS=25.1, Synergy_ZIP=-5.34, Synergy_Bliss=-1.08, Synergy_Loewe=-0.759, Synergy_HSA=0.898. (9) Cell line: OVCAR-8. Drug 1: C1=NC(=NC(=O)N1C2C(C(C(O2)CO)O)O)N. Synergy scores: CSS=18.1, Synergy_ZIP=-3.65, Synergy_Bliss=-3.16, Synergy_Loewe=-19.3, Synergy_HSA=-3.18. Drug 2: CNC(=O)C1=NC=CC(=C1)OC2=CC=C(C=C2)NC(=O)NC3=CC(=C(C=C3)Cl)C(F)(F)F. (10) Drug 1: CNC(=O)C1=CC=CC=C1SC2=CC3=C(C=C2)C(=NN3)C=CC4=CC=CC=N4. Drug 2: CC(CN1CC(=O)NC(=O)C1)N2CC(=O)NC(=O)C2. Cell line: SR. Synergy scores: CSS=85.4, Synergy_ZIP=3.05, Synergy_Bliss=1.97, Synergy_Loewe=0.937, Synergy_HSA=4.67.